Dataset: Reaction yield outcomes from USPTO patents with 853,638 reactions. Task: Predict the reaction yield, written as a fraction of the theoretical maximum amount of product (1.0 means a 100% yield; for example, 0.34 means a 34% yield). (1) The product is [F:1][C:2]1[C:3]([OH:10])=[C:4]([CH:7]=[C:8]([N+:15]([O-:17])=[O:16])[CH:9]=1)[CH:5]=[O:6]. The yield is 0.830. The reactants are [F:1][C:2]1[C:3]([OH:10])=[C:4]([CH:7]=[CH:8][CH:9]=1)[CH:5]=[O:6].C(O)(=O)C.[N+:15]([O-])([OH:17])=[O:16]. No catalyst specified. (2) The reactants are N([O-])=O.[Na+].[CH2:5]([C:7]1[CH:13]=[CH:12][CH:11]=[CH:10][C:8]=1[NH2:9])[CH3:6].Cl.C([O-])(=O)C.[Na+].[CH2:20]([CH:22](C(C)=O)[C:23]([O:25][CH2:26][CH3:27])=[O:24])[CH3:21].[OH-].[K+]. The catalyst is C(O)C.O. The product is [CH2:5]([C:7]1[CH:13]=[CH:12][CH:11]=[C:10]2[C:8]=1[NH:9][C:22]([C:23]([O:25][CH2:26][CH3:27])=[O:24])=[C:20]2[CH3:21])[CH3:6]. The yield is 0.110. (3) The reactants are [N+:1]([C:4]1[C:5]([CH2:14][OH:15])=[CH:6][C:7]2[C:12]([CH:13]=1)=[CH:11][CH:10]=[CH:9][CH:8]=2)([O-:3])=[O:2].[NH+]1C=CC=CC=1. The catalyst is C(Cl)Cl.C(OCC)(=O)C. The product is [N+:1]([C:4]1[C:5]([CH:14]=[O:15])=[CH:6][C:7]2[C:12]([CH:13]=1)=[CH:11][CH:10]=[CH:9][CH:8]=2)([O-:3])=[O:2]. The yield is 0.990. (4) The reactants are [NH2:1][C:2]1[CH:22]=[CH:21][C:5]([O:6][C:7]2[CH:12]=[CH:11][N:10]=[C:9]([NH:13][C:14]3[CH:19]=[CH:18][C:17]([F:20])=[CH:16][CH:15]=3)[N:8]=2)=[C:4]([F:23])[CH:3]=1.[F:24][C:25]1[CH:30]=[CH:29][C:28]([CH2:31][C:32]([N:34]=[C:35]=[O:36])=[O:33])=[CH:27][CH:26]=1.COC1C=CC(CNC2N=CN=C(OC3C=CC(NC(NC(=O)CC4C=CC(F)=CC=4)=O)=CC=3F)C=2)=CC=1. The catalyst is C1COCC1. The product is [F:23][C:4]1[CH:3]=[C:2]([NH:1][C:35]([NH:34][C:32](=[O:33])[CH2:31][C:28]2[CH:29]=[CH:30][C:25]([F:24])=[CH:26][CH:27]=2)=[O:36])[CH:22]=[CH:21][C:5]=1[O:6][C:7]1[CH:12]=[CH:11][N:10]=[C:9]([NH:13][C:14]2[CH:15]=[CH:16][C:17]([F:20])=[CH:18][CH:19]=2)[N:8]=1. The yield is 0.930. (5) The reactants are [CH3:1][C:2]1[N:7]=[C:6]2[S:8][C:9]3[CH2:13][CH2:12][CH2:11][C:10]=3[C:5]2=[C:4]([C:14]2[CH:19]=[CH:18][C:17]([CH3:20])=[CH:16][CH:15]=2)[C:3]=1[CH2:21][C:22]([O:24][CH3:25])=[O:23].[Li+].C[Si]([N-][Si](C)(C)C)(C)C.C1[CH2:40][O:39][CH2:38]C1.BrCOC. The product is [CH3:1][C:2]1[N:7]=[C:6]2[S:8][C:9]3[CH2:13][CH2:12][CH2:11][C:10]=3[C:5]2=[C:4]([C:14]2[CH:19]=[CH:18][C:17]([CH3:20])=[CH:16][CH:15]=2)[C:3]=1[CH:21]([CH2:38][O:39][CH3:40])[C:22]([O:24][CH3:25])=[O:23]. The catalyst is CN(C=O)C. The yield is 0.770. (6) The reactants are [CH3:1]C(C)([O-])C.[K+].O=[C:8]1[CH2:13][CH2:12][N:11]([C:14]([O:16][C:17]([CH3:20])([CH3:19])[CH3:18])=[O:15])[CH2:10][CH2:9]1.CCCCCC. The catalyst is [Br-].C[P+](C1C=CC=CC=1)(C1C=CC=CC=1)C1C=CC=CC=1.CCOCC. The product is [CH2:1]=[C:8]1[CH2:13][CH2:12][N:11]([C:14]([O:16][C:17]([CH3:20])([CH3:19])[CH3:18])=[O:15])[CH2:10][CH2:9]1. The yield is 0.940.